From a dataset of PAMPA (Parallel Artificial Membrane Permeability Assay) permeability data from NCATS. Regression/Classification. Given a drug SMILES string, predict its absorption, distribution, metabolism, or excretion properties. Task type varies by dataset: regression for continuous measurements (e.g., permeability, clearance, half-life) or binary classification for categorical outcomes (e.g., BBB penetration, CYP inhibition). Dataset: pampa_ncats. (1) The molecule is CC1=CC(=C(N1)C(=O)NC2=CC(=CC=C2)[S+](=O)(N3CCCCC3)[O-])C. The result is 1 (high permeability). (2) The molecule is CC(C)CN1C=C(C2=CC(=C(C=C2C1=O)OC)OC)C(=O)N3CCN(CC3)C4=CC=CC(=C4)C(F)(F)F. The result is 1 (high permeability). (3) The drug is CC1=CC(=NC=C1)NC(=S)N2CCN(CC2)C3=C(C=C(C=N3)C(F)(F)F)Cl. The result is 1 (high permeability). (4) The compound is CCC1=NN=C(S1)NC(=O)C2=NC(=NC=C2Cl)S(=O)(=O)CC3=CC=C(C=C3)C. The result is 1 (high permeability). (5) The drug is CCCC1=C(C(=O)NC(=C1)C)CNC(=O)C2=C3C=NN(C3=CC(=C2)C4=CN=C(C=C4)N5CCN(CC5)C(C)C)C(C)C. The result is 1 (high permeability). (6) The drug is CCCSC1=NC(=C2C(=N1)N(N=N2)[C@@H]3C[C@@H]([C@H]([C@H]3O)O)OCCO)N[C@@H]4C[C@H]4C5=CC(=C(C=C5)F)F. The result is 1 (high permeability).